Regression. Given two drug SMILES strings and cell line genomic features, predict the synergy score measuring deviation from expected non-interaction effect. From a dataset of NCI-60 drug combinations with 297,098 pairs across 59 cell lines. (1) Drug 1: C1=CN(C=N1)CC(O)(P(=O)(O)O)P(=O)(O)O. Drug 2: COCCOC1=C(C=C2C(=C1)C(=NC=N2)NC3=CC=CC(=C3)C#C)OCCOC.Cl. Cell line: HT29. Synergy scores: CSS=0.744, Synergy_ZIP=2.71, Synergy_Bliss=4.19, Synergy_Loewe=-0.605, Synergy_HSA=-0.696. (2) Drug 1: C1CN(CCN1C(=O)CCBr)C(=O)CCBr. Drug 2: CC1=C(C(=O)C2=C(C1=O)N3CC4C(C3(C2COC(=O)N)OC)N4)N. Cell line: MALME-3M. Synergy scores: CSS=13.3, Synergy_ZIP=-7.73, Synergy_Bliss=-9.37, Synergy_Loewe=-10.5, Synergy_HSA=-6.22. (3) Drug 1: C1CCN(CC1)CCOC2=CC=C(C=C2)C(=O)C3=C(SC4=C3C=CC(=C4)O)C5=CC=C(C=C5)O. Drug 2: CC12CCC(CC1=CCC3C2CCC4(C3CC=C4C5=CN=CC=C5)C)O. Cell line: NCIH23. Synergy scores: CSS=5.88, Synergy_ZIP=1.81, Synergy_Bliss=6.71, Synergy_Loewe=1.34, Synergy_HSA=1.69. (4) Drug 1: C1=CC(=CC=C1CCCC(=O)O)N(CCCl)CCCl. Drug 2: C1=NC2=C(N=C(N=C2N1C3C(C(C(O3)CO)O)F)Cl)N. Cell line: MDA-MB-231. Synergy scores: CSS=21.8, Synergy_ZIP=-16.5, Synergy_Bliss=-15.3, Synergy_Loewe=-9.25, Synergy_HSA=-8.10. (5) Drug 1: C1=C(C(=O)NC(=O)N1)F. Drug 2: CCC1(C2=C(COC1=O)C(=O)N3CC4=CC5=C(C=CC(=C5CN(C)C)O)N=C4C3=C2)O.Cl. Cell line: NCI-H522. Synergy scores: CSS=29.5, Synergy_ZIP=-14.2, Synergy_Bliss=-12.9, Synergy_Loewe=-28.4, Synergy_HSA=-9.54. (6) Drug 1: CC1=C2C(C(=O)C3(C(CC4C(C3C(C(C2(C)C)(CC1OC(=O)C(C(C5=CC=CC=C5)NC(=O)OC(C)(C)C)O)O)OC(=O)C6=CC=CC=C6)(CO4)OC(=O)C)OC)C)OC. Drug 2: CN1CCC(CC1)COC2=C(C=C3C(=C2)N=CN=C3NC4=C(C=C(C=C4)Br)F)OC. Cell line: SR. Synergy scores: CSS=37.3, Synergy_ZIP=2.19, Synergy_Bliss=-1.18, Synergy_Loewe=-35.2, Synergy_HSA=-1.13. (7) Drug 1: CN1CCC(CC1)COC2=C(C=C3C(=C2)N=CN=C3NC4=C(C=C(C=C4)Br)F)OC. Drug 2: C1C(C(OC1N2C=C(C(=O)NC2=O)F)CO)O. Cell line: K-562. Synergy scores: CSS=28.0, Synergy_ZIP=-2.76, Synergy_Bliss=-4.80, Synergy_Loewe=-5.65, Synergy_HSA=-2.82. (8) Drug 1: C1=CC(=CC=C1CC(C(=O)O)N)N(CCCl)CCCl.Cl. Drug 2: CC1=C(C(=O)C2=C(C1=O)N3CC4C(C3(C2COC(=O)N)OC)N4)N. Cell line: UACC-257. Synergy scores: CSS=8.25, Synergy_ZIP=-2.65, Synergy_Bliss=-2.83, Synergy_Loewe=-8.91, Synergy_HSA=-5.65.